Dataset: Forward reaction prediction with 1.9M reactions from USPTO patents (1976-2016). Task: Predict the product of the given reaction. (1) Given the reactants [C:1]([N:18](C)[CH:19]([CH:23]([CH3:25])[CH3:24])[C:20]([OH:22])=[O:21])(OCC1C2C(=CC=CC=2)C2C1=CC=CC=2)=[O:2].Br[CH2:28]C(OC)=O.[F:33][C:34]1[CH:40]=[CH:39][C:37]([NH2:38])=[CH:36][CH:35]=1.[CH3:41][O:42][C:43]1[CH:44]=[C:45]([S:51](Cl)(=[O:53])=[O:52])[CH:46]=[CH:47][C:48]=1[O:49][CH3:50], predict the reaction product. The product is: [CH3:41][O:42][C:43]1[CH:44]=[C:45]([S:51]([N:38]([CH2:28][C:1]([NH:18][C@H:19]([C:20]([OH:22])=[O:21])[CH:23]([CH3:25])[CH3:24])=[O:2])[C:37]2[CH:39]=[CH:40][C:34]([F:33])=[CH:35][CH:36]=2)(=[O:53])=[O:52])[CH:46]=[CH:47][C:48]=1[O:49][CH3:50]. (2) Given the reactants C(=O)(OC(Cl)(Cl)Cl)[O:2][C:3](Cl)(Cl)[Cl:4].N1C=CC=CC=1.[O:19]1[CH2:24][CH2:23][CH:22]([OH:25])[CH2:21][CH2:20]1, predict the reaction product. The product is: [C:3]([Cl:4])(=[O:2])[O:25][CH:22]1[CH2:23][CH2:24][O:19][CH2:20][CH2:21]1. (3) Given the reactants [OH:1][C:2]([CH2:13][C:14]1[C:22]2[C:17](=[CH:18][CH:19]=[CH:20][CH:21]=2)[NH:16][CH:15]=1)([C:10]([OH:12])=[O:11])[CH2:3][C:4](=[N:8][OH:9])[C:5]([OH:7])=[O:6].Cl.C(=O)([O-])[O-].[Na+].[Na+].[C:30]1([C@H:36]([NH2:38])[CH3:37])[CH:35]=[CH:34][CH:33]=[CH:32][CH:31]=1, predict the reaction product. The product is: [C:30]1([C@H:36]([NH2:38])[CH3:37])[CH:35]=[CH:34][CH:33]=[CH:32][CH:31]=1.[OH:1][C@:2]([CH2:13][C:14]1[C:22]2[C:17](=[CH:18][CH:19]=[CH:20][CH:21]=2)[NH:16][CH:15]=1)([C:10]([OH:12])=[O:11])[CH2:3][C:4](=[N:8][OH:9])[C:5]([OH:7])=[O:6].